This data is from NCI-60 drug combinations with 297,098 pairs across 59 cell lines. The task is: Regression. Given two drug SMILES strings and cell line genomic features, predict the synergy score measuring deviation from expected non-interaction effect. (1) Drug 1: CC1=C(C(=O)C2=C(C1=O)N3CC4C(C3(C2COC(=O)N)OC)N4)N. Drug 2: COC1=C2C(=CC3=C1OC=C3)C=CC(=O)O2. Cell line: MDA-MB-231. Synergy scores: CSS=7.60, Synergy_ZIP=-3.53, Synergy_Bliss=-0.607, Synergy_Loewe=-11.2, Synergy_HSA=-2.49. (2) Drug 1: CC1=C(C=C(C=C1)NC2=NC=CC(=N2)N(C)C3=CC4=NN(C(=C4C=C3)C)C)S(=O)(=O)N.Cl. Drug 2: CC1=C(C(CCC1)(C)C)C=CC(=CC=CC(=CC(=O)O)C)C. Cell line: TK-10. Synergy scores: CSS=-0.267, Synergy_ZIP=-0.0446, Synergy_Bliss=1.68, Synergy_Loewe=1.96, Synergy_HSA=1.43.